From a dataset of Forward reaction prediction with 1.9M reactions from USPTO patents (1976-2016). Predict the product of the given reaction. (1) Given the reactants [CH:1]1([N:4]([CH:18]2[CH2:23][CH2:22][NH:21][CH2:20][CH2:19]2)[S:5]([C:8]2[CH:13]=[CH:12][CH:11]=[C:10]([C:14]([F:17])([F:16])[F:15])[CH:9]=2)(=[O:7])=[O:6])[CH2:3][CH2:2]1.C(N(CC)CC)C.[F:31][C:32]1[CH:37]=[CH:36][C:35]([CH:38]([C:43]2[CH:48]=[CH:47][C:46]([F:49])=[CH:45][CH:44]=2)[CH2:39][CH2:40][CH2:41]Cl)=[CH:34][CH:33]=1, predict the reaction product. The product is: [CH:1]1([N:4]([CH:18]2[CH2:23][CH2:22][N:21]([CH2:41][CH2:40][CH2:39][CH:38]([C:35]3[CH:34]=[CH:33][C:32]([F:31])=[CH:37][CH:36]=3)[C:43]3[CH:48]=[CH:47][C:46]([F:49])=[CH:45][CH:44]=3)[CH2:20][CH2:19]2)[S:5]([C:8]2[CH:13]=[CH:12][CH:11]=[C:10]([C:14]([F:17])([F:15])[F:16])[CH:9]=2)(=[O:6])=[O:7])[CH2:3][CH2:2]1. (2) Given the reactants Br[C:2]1[CH:7]=[CH:6][C:5]([F:8])=[C:4]([O:9][CH2:10][CH2:11][CH2:12][F:13])[CH:3]=1.[F:14][CH:15]([F:26])[O:16][C:17]1[CH:22]=[CH:21][C:20]([C:23]#[CH:24])=[CH:19][C:18]=1[CH3:25], predict the reaction product. The product is: [F:14][CH:15]([F:26])[O:16][C:17]1[CH:22]=[CH:21][C:20]([C:23]#[C:24][C:2]2[CH:7]=[CH:6][C:5]([F:8])=[C:4]([O:9][CH2:10][CH2:11][CH2:12][F:13])[CH:3]=2)=[CH:19][C:18]=1[CH3:25].